From a dataset of Catalyst prediction with 721,799 reactions and 888 catalyst types from USPTO. Predict which catalyst facilitates the given reaction. (1) Reactant: [CH3:1][O:2][C:3]([C:5]1[C:14]2[C:9](=[CH:10][C:11]([OH:15])=[CH:12][CH:13]=2)[CH:8]=[CH:7][CH:6]=1)=[O:4].C(N(C(C)C)CC)(C)C.[F:25][C:26]([F:39])([F:38])[S:27](O[S:27]([C:26]([F:39])([F:38])[F:25])(=[O:29])=[O:28])(=[O:29])=[O:28]. Product: [CH3:1][O:2][C:3]([C:5]1[C:14]2[C:9](=[CH:10][C:11]([O:15][S:27]([C:26]([F:39])([F:38])[F:25])(=[O:29])=[O:28])=[CH:12][CH:13]=2)[CH:8]=[CH:7][CH:6]=1)=[O:4]. The catalyst class is: 2. (2) Reactant: [N+:1]([C:4]1[CH:5]=[N:6][CH:7]=[CH:8][C:9]=1[C:10]1[CH2:15][CH2:14][CH2:13][C:12](=[O:16])[CH:11]=1)([O-:3])=[O:2].[Cl-].[Cl-].[Cl-].[Ce+3].[BH4-].[Na+]. Product: [N+:1]([C:4]1[CH:5]=[N:6][CH:7]=[CH:8][C:9]=1[C:10]1[CH2:15][CH2:14][CH2:13][CH:12]([OH:16])[CH:11]=1)([O-:3])=[O:2]. The catalyst class is: 14. (3) Reactant: [CH2:1]([O:3][C:4](=[O:17])[CH:5]([C:7]1[CH:16]=[CH:15][C:10]2[N:11]=[C:12]([NH2:14])[S:13][C:9]=2[CH:8]=1)[CH3:6])[CH3:2].[CH3:18][S:19](Cl)(=[O:21])=[O:20].Cl. Product: [CH2:1]([O:3][C:4](=[O:17])[CH:5]([C:7]1[CH:16]=[CH:15][C:10]2[N:11]=[C:12]([NH:14][S:19]([CH3:18])(=[O:21])=[O:20])[S:13][C:9]=2[CH:8]=1)[CH3:6])[CH3:2]. The catalyst class is: 17. (4) Reactant: C[O:2][C:3](=[O:36])[CH2:4][O:5][C:6]1[CH:11]=[C:10]([CH3:12])[C:9]([C:13]2[NH:17][C:16]3[CH:18]=[C:19]([C:22](=[O:34])[NH:23][C:24]4[CH:33]=[CH:32][C:31]5[C:26](=[CH:27][CH:28]=[CH:29][CH:30]=5)[N:25]=4)[CH:20]=[CH:21][C:15]=3[N:14]=2)=[C:8]([CH3:35])[CH:7]=1.[OH-].[Na+].Cl. Product: [CH3:35][C:8]1[CH:7]=[C:6]([CH:11]=[C:10]([CH3:12])[C:9]=1[C:13]1[NH:17][C:16]2[CH:18]=[C:19]([C:22](=[O:34])[NH:23][C:24]3[CH:33]=[CH:32][C:31]4[C:26](=[CH:27][CH:28]=[CH:29][CH:30]=4)[N:25]=3)[CH:20]=[CH:21][C:15]=2[N:14]=1)[O:5][CH2:4][C:3]([OH:36])=[O:2]. The catalyst class is: 5. (5) Reactant: [Br:1][C:2]1[N:11]=[C:10]2[C:5]([C:6](=O)[CH2:7][CH2:8][NH:9]2)=[CH:4][CH:3]=1.[CH:13](I)(I)[I:14]. Product: [Br:1][C:2]1[N:11]=[C:10]2[C:5]([C:6](=[CH:13][I:14])[CH2:7][CH2:8][NH:9]2)=[CH:4][CH:3]=1. The catalyst class is: 595. (6) Reactant: [Cl:1][C:2]1[CH:7]=[C:6]([F:8])[CH:5]=[CH:4][C:3]=1[CH3:9].[N+:10]([O-])([O-:12])=[O:11].[K+]. Product: [Cl:1][C:2]1[CH:7]=[C:6]([F:8])[C:5]([N+:10]([O-:12])=[O:11])=[CH:4][C:3]=1[CH3:9]. The catalyst class is: 65. (7) Reactant: [Cl:1][C:2]1[CH:22]=[C:21]([N:23]2[CH2:27][CH2:26][CH2:25][CH2:24]2)[CH:20]=[CH:19][C:3]=1[C:4]([NH:6][C:7]1[CH:12]=[CH:11][CH:10]=[CH:9][C:8]=1[CH2:13][NH:14][C@H:15]([CH3:18])[CH2:16][OH:17])=[O:5].N1C=CN=C1.[C:33]([Si:37]([CH3:40])([CH3:39])Cl)([CH3:36])([CH3:35])[CH3:34].O. Product: [Si:37]([O:17][CH2:16][C@H:15]([NH:14][CH2:13][C:8]1[CH:9]=[CH:10][CH:11]=[CH:12][C:7]=1[NH:6][C:4](=[O:5])[C:3]1[CH:19]=[CH:20][C:21]([N:23]2[CH2:27][CH2:26][CH2:25][CH2:24]2)=[CH:22][C:2]=1[Cl:1])[CH3:18])([C:33]([CH3:36])([CH3:35])[CH3:34])([CH3:40])[CH3:39]. The catalyst class is: 9.